From a dataset of Reaction yield outcomes from USPTO patents with 853,638 reactions. Predict the reaction yield, written as a fraction of the theoretical maximum amount of product (1.0 means a 100% yield; for example, 0.34 means a 34% yield). (1) The reactants are [F:1][C:2]1[CH:7]=[CH:6][C:5]([CH:8]([N:12]2[CH2:17][CH2:16][O:15][CH2:14][CH2:13]2)[C:9]([OH:11])=O)=[CH:4][CH:3]=1.[CH2:18]([C:20]1[C:21]([C:33]#[N:34])=[CH:22][C:23]2[C:28]([C:29]=1[CH2:30][NH:31][CH3:32])=[CH:27][CH:26]=[CH:25][CH:24]=2)[CH3:19].Cl.CN(C)CCCN=C=NCC.C1C=CC2N(O)N=NC=2C=1. The catalyst is CN(C)C1C=CN=CC=1.C(Cl)Cl. The product is [C:33]([C:21]1[C:20]([CH2:18][CH3:19])=[C:29]([CH2:30][N:31]([CH3:32])[C:9](=[O:11])[CH:8]([C:5]2[CH:4]=[CH:3][C:2]([F:1])=[CH:7][CH:6]=2)[N:12]2[CH2:17][CH2:16][O:15][CH2:14][CH2:13]2)[C:28]2[C:23]([CH:22]=1)=[CH:24][CH:25]=[CH:26][CH:27]=2)#[N:34]. The yield is 0.400. (2) The reactants are [CH3:1][C:2]1[NH:3][C:4]2[C:9]([CH:10]=1)=[CH:8][CH:7]=[CH:6][CH:5]=2.C([Li])CCC.[CH3:16][C:17]([CH3:20])([O-])[CH3:18].[K+].BrCC(C)=C. The catalyst is C(OCC)C.CCCCCC. The product is [CH3:18][C:17]([CH2:20][CH2:1][C:2]1[NH:3][C:4]2[C:9]([CH:10]=1)=[CH:8][CH:7]=[CH:6][CH:5]=2)=[CH2:16]. The yield is 0.470. (3) The reactants are [F:1][C:2]1[C:7]([CH2:8][OH:9])=[CH:6][CH:5]=[C:4]([NH:10][CH2:11][C:12]2[CH:13]=[N:14][C:15]([C:18]([F:21])([F:20])[F:19])=[CH:16][CH:17]=2)[N:3]=1.CC(OI1(OC(C)=O)(OC(C)=O)OC(=O)C2C=CC=CC1=2)=O.S([O-])([O-])(=O)=S.[Na+].[Na+].C(=O)([O-])[O-].[K+].[K+]. The catalyst is ClCCl. The product is [F:1][C:2]1[C:7]([CH:8]=[O:9])=[CH:6][CH:5]=[C:4]([NH:10][CH2:11][C:12]2[CH:13]=[N:14][C:15]([C:18]([F:21])([F:19])[F:20])=[CH:16][CH:17]=2)[N:3]=1. The yield is 0.235. (4) The reactants are [F:1][C:2]1[CH:3]=[CH:4][C:5]([I:19])=[C:6]([S:8][C:9]2[NH:10][C:11]3[CH:16]=[CH:15][N:14]=[C:13]([NH2:17])[C:12]=3[N:18]=2)[CH:7]=1.C([O-])([O-])=O.[Cs+].[Cs+].Cl[CH2:27][CH2:28][CH2:29][C:30]#[CH:31]. The catalyst is CN(C=O)C. The product is [F:1][C:2]1[CH:3]=[CH:4][C:5]([I:19])=[C:6]([S:8][C:9]2[N:10]([CH2:31][CH2:30][CH2:29][C:28]#[CH:27])[C:11]3[CH:16]=[CH:15][N:14]=[C:13]([NH2:17])[C:12]=3[N:18]=2)[CH:7]=1. The yield is 0.130. (5) The reactants are [CH3:1][C:2]1[CH:7]=[CH:6][C:5]([S:8]([O:11][CH2:12][CH:13]2[CH2:17][C:16]3[CH:18]=[CH:19][CH:20]=[C:21](Br)[C:15]=3[O:14]2)(=[O:10])=[O:9])=[CH:4][CH:3]=1.[CH3:23][O:24][C:25]1[CH:30]=[CH:29][CH:28]=[CH:27][C:26]=1B(O)O.C(=O)([O-])[O-].[K+].[K+].CC1C=CC(S(OCC2CC3C(C4C=CC=CC=4)=CC=CC=3O2)(=O)=O)=CC=1. The catalyst is CC1C=CC=CC=1[P](C1C=CC=CC=1C)([Pd](Cl)(Cl)[P](C1=C(C)C=CC=C1)(C1C=CC=CC=1C)C1C=CC=CC=1C)C1C=CC=CC=1C. The product is [CH3:1][C:2]1[CH:7]=[CH:6][C:5]([S:8]([O:11][CH2:12][CH:13]2[CH2:17][C:16]3[CH:18]=[CH:19][CH:20]=[C:21]([C:26]4[CH:27]=[CH:28][CH:29]=[CH:30][C:25]=4[O:24][CH3:23])[C:15]=3[O:14]2)(=[O:10])=[O:9])=[CH:4][CH:3]=1. The yield is 0.680. (6) The reactants are FC(F)(F)C(O)=O.[Cl:8][C:9]1[CH:10]=[C:11]([CH:30]=[CH:31][C:32]=1[O:33][CH2:34][C:35]1[CH:40]=[CH:39][CH:38]=[C:37]([F:41])[CH:36]=1)[NH:12][C:13]1[C:22]2[C:17](=[CH:18][C:19]([OH:29])=[CH:20][C:21]=2[O:23][CH:24]2[CH2:28][CH2:27][O:26][CH2:25]2)[N:16]=[CH:15][N:14]=1.Br[CH2:43][CH2:44][CH2:45][Cl:46]. No catalyst specified. The product is [Cl:8][C:9]1[CH:10]=[C:11]([CH:30]=[CH:31][C:32]=1[O:33][CH2:34][C:35]1[CH:40]=[CH:39][CH:38]=[C:37]([F:41])[CH:36]=1)[NH:12][C:13]1[C:22]2[C:17](=[CH:18][C:19]([O:29][CH2:43][CH2:44][CH2:45][Cl:46])=[CH:20][C:21]=2[O:23][CH:24]2[CH2:28][CH2:27][O:26][CH2:25]2)[N:16]=[CH:15][N:14]=1. The yield is 0.910. (7) The reactants are Br[C:2]1[CH:6]=[CH:5][S:4][C:3]=1[C:7]1[S:8][CH:9]=[CH:10][CH:11]=1.C([Li])CCC.[CH3:17][CH2:18][CH2:19][CH2:20][CH2:21][C:22](=[O:28])[CH2:23][CH2:24][CH2:25][CH2:26][CH3:27]. The catalyst is C(OCC)C. The product is [S:4]1[CH:5]=[CH:6][C:2]([C:22]([OH:28])([CH2:23][CH2:24][CH2:25][CH2:26][CH3:27])[CH2:21][CH2:20][CH2:19][CH2:18][CH3:17])=[C:3]1[C:7]1[S:8][CH:9]=[CH:10][CH:11]=1. The yield is 0.620.